Dataset: Catalyst prediction with 721,799 reactions and 888 catalyst types from USPTO. Task: Predict which catalyst facilitates the given reaction. (1) Reactant: [CH:1]([NH2:3])=[O:2].[H-].[Na+].Cl[C:7]1[N:16]=[C:15]([C:17]2[CH:22]=[CH:21][CH:20]=[CH:19][CH:18]=2)[C:14]2[C:9](=[CH:10][CH:11]=[C:12]([Cl:23])[CH:13]=2)[N:8]=1.O. Product: [Cl:23][C:12]1[CH:13]=[C:14]2[C:9](=[CH:10][CH:11]=1)[N:8]=[C:7]([NH:3][CH:1]=[O:2])[N:16]=[C:15]2[C:17]1[CH:22]=[CH:21][CH:20]=[CH:19][CH:18]=1. The catalyst class is: 3. (2) Reactant: [NH2:1][C:2]1[C:7]([C:8]([OH:10])=O)=[CH:6][N:5]=[C:4]([S:11][CH2:12][CH3:13])[N:3]=1.F[P-](F)(F)(F)(F)F.[N:21]1([O:30][C:31](N(C)C)=[N+](C)C)[C:25]2C=CC=CC=2N=N1.O.ON1C2C=CC=CC=2N=N1.C(N(C(C)C)CC)(C)C. Product: [CH3:31][O:30][N:21]([CH3:25])[C:8]([C:7]1[C:2]([NH2:1])=[N:3][C:4]([S:11][CH2:12][CH3:13])=[N:5][CH:6]=1)=[O:10]. The catalyst class is: 288. (3) Reactant: [O:1]1[C@:3]2([CH2:8][CH2:7][CH2:6][C@H:5]([CH2:9][N:10]3[C:14]4[CH:15]=[C:16]([C:19]#[N:20])[CH:17]=[CH:18][C:13]=4[N:12]=[CH:11]3)[CH2:4]2)[CH2:2]1.[Br:21][C:22]1[CH:23]=[C:24]([CH:27]=[CH:28][CH:29]=1)[CH2:25][NH2:26]. Product: [Br:21][C:22]1[CH:23]=[C:24]([CH2:25][NH:26][CH2:2][C@:3]2([OH:1])[CH2:8][CH2:7][CH2:6][C@H:5]([CH2:9][N:10]3[C:14]4[CH:15]=[C:16]([C:19]#[N:20])[CH:17]=[CH:18][C:13]=4[N:12]=[CH:11]3)[CH2:4]2)[CH:27]=[CH:28][CH:29]=1. The catalyst class is: 511.